The task is: Predict the reaction yield, written as a fraction of the theoretical maximum amount of product (1.0 means a 100% yield; for example, 0.34 means a 34% yield).. This data is from Reaction yield outcomes from USPTO patents with 853,638 reactions. (1) The reactants are [C:1]([O:5][C:6]([N:8]([C:61]([O:63][C:64]([CH3:67])([CH3:66])[CH3:65])=[O:62])[C:9]1[N:10]=[CH:11][C:12]([C:32]2[CH:60]=[CH:59][C:35]([CH2:36][NH:37][CH:38]3[CH2:43][CH2:42][N:41]([C:44]([O:46][C:47]([CH3:50])([CH3:49])[CH3:48])=[O:45])[C@@H:40]([C:51]([O:53][CH:54]4[CH2:58][CH2:57][CH2:56][CH2:55]4)=[O:52])[CH2:39]3)=[CH:34][CH:33]=2)=[N:13][C:14]=1[N:15]([C:25]([O:27][C:28]([CH3:31])([CH3:30])[CH3:29])=[O:26])[CH2:16][C:17]1[C:22]([Cl:23])=[CH:21][CH:20]=[CH:19][C:18]=1[Cl:24])=[O:7])([CH3:4])([CH3:3])[CH3:2].[CH:68](=O)[CH:69]([CH3:71])[CH3:70].C(O)(=O)C. The catalyst is ClCCCl. The product is [C:1]([O:5][C:6]([N:8]([C:61]([O:63][C:64]([CH3:67])([CH3:66])[CH3:65])=[O:62])[C:9]1[N:10]=[CH:11][C:12]([C:32]2[CH:60]=[CH:59][C:35]([CH2:36][N:37]([CH2:68][CH:69]([CH3:71])[CH3:70])[CH:38]3[CH2:43][CH2:42][N:41]([C:44]([O:46][C:47]([CH3:50])([CH3:49])[CH3:48])=[O:45])[C@@H:40]([C:51]([O:53][CH:54]4[CH2:58][CH2:57][CH2:56][CH2:55]4)=[O:52])[CH2:39]3)=[CH:34][CH:33]=2)=[N:13][C:14]=1[N:15]([C:25]([O:27][C:28]([CH3:29])([CH3:30])[CH3:31])=[O:26])[CH2:16][C:17]1[C:18]([Cl:24])=[CH:19][CH:20]=[CH:21][C:22]=1[Cl:23])=[O:7])([CH3:2])([CH3:3])[CH3:4]. The yield is 0.830. (2) The reactants are [CH3:1][O:2][C:3](=[O:19])[C:4]1[CH:9]=[C:8]([OH:10])[CH:7]=[C:6]([O:11][CH2:12][C:13]2[CH:18]=[CH:17][CH:16]=[CH:15][CH:14]=2)[CH:5]=1.C(N(C(C)C)CC)(C)C.[F:29][C:30]([F:43])([F:42])[S:31](O[S:31]([C:30]([F:43])([F:42])[F:29])(=[O:33])=[O:32])(=[O:33])=[O:32]. The catalyst is C(Cl)Cl.C(OCC)C. The product is [CH3:1][O:2][C:3](=[O:19])[C:4]1[CH:9]=[C:8]([O:10][S:31]([C:30]([F:43])([F:42])[F:29])(=[O:33])=[O:32])[CH:7]=[C:6]([O:11][CH2:12][C:13]2[CH:18]=[CH:17][CH:16]=[CH:15][CH:14]=2)[CH:5]=1. The yield is 1.00. (3) The reactants are F[C:2]1[CH:7]=[C:6]([N+:8]([O-:10])=[O:9])[CH:5]=[C:4]([I:11])[CH:3]=1.[NH:12]1[CH2:17][CH2:16][O:15][CH2:14][CH2:13]1. The catalyst is CS(C)=O. The product is [I:11][C:4]1[CH:3]=[C:2]([N:12]2[CH2:17][CH2:16][O:15][CH2:14][CH2:13]2)[CH:7]=[C:6]([N+:8]([O-:10])=[O:9])[CH:5]=1. The yield is 0.800. (4) The reactants are [C:1]12[C:7](=[CH:8][CH:9]=[CH:10][CH:11]=1)[NH:6][C:5](=[O:12])[O:4][C:2]2=[O:3].Cl.Cl[CH2:15][C:16]1[CH:21]=[CH:20][CH:19]=[CH:18][N:17]=1.[H-].[Na+].O. The catalyst is CN(C=O)C. The product is [N:17]1[CH:18]=[CH:19][CH:20]=[CH:21][C:16]=1[CH2:15][N:6]1[C:7]2[CH:8]=[CH:9][CH:10]=[CH:11][C:1]=2[C:2](=[O:3])[O:4][C:5]1=[O:12]. The yield is 0.340. (5) The reactants are Br[CH2:2][C:3]([O:5][CH2:6][CH3:7])=[O:4].[NH:8]([C:12]1[CH:18]=[CH:17][C:15]([OH:16])=[CH:14][CH:13]=1)[C:9]([CH3:11])=[O:10].C([O-])([O-])=O.[K+].[K+]. The catalyst is CC(C)=O. The product is [CH2:6]([O:5][C:3](=[O:4])[CH2:2][O:16][C:15]1[CH:14]=[CH:13][C:12]([NH:8][C:9](=[O:10])[CH3:11])=[CH:18][CH:17]=1)[CH3:7]. The yield is 0.800. (6) The product is [O:20]1[CH2:21][CH:19]1[CH2:18][N:2]1[CH2:3][CH2:4][C:5]2[C:10](=[CH:9][CH:8]=[CH:7][CH:6]=2)[CH2:1]1. The yield is 0.780. The reactants are [CH2:1]1[C:10]2[C:5](=[CH:6][CH:7]=[CH:8][CH:9]=2)[CH2:4][CH2:3][NH:2]1.C([O-])([O-])=O.[K+].[K+].Br[CH2:18][CH:19]1[CH2:21][O:20]1. The catalyst is CC#N. (7) The reactants are [CH3:1][O:2][C:3]1[CH:38]=[CH:37][C:6]([CH2:7][N:8]([CH2:28][C:29]2[CH:34]=[CH:33][C:32]([O:35][CH3:36])=[CH:31][CH:30]=2)[C:9]2[N:14]=[C:13]([O:15][CH3:16])[C:12]([S:17][C:18]3[N:23]=[C:22]([NH2:24])[CH:21]=[C:20]([NH2:25])[N:19]=3)=[C:11]([O:26][CH3:27])[N:10]=2)=[CH:5][CH:4]=1. The catalyst is CN(C1C=CN=CC=1)C.C(OC(=O)C)(=O)C. The product is [CH3:36][O:35][C:32]1[CH:31]=[CH:30][C:29]([CH2:28][N:8]([CH2:7][C:6]2[CH:5]=[CH:4][C:3]([O:2][CH3:1])=[CH:38][CH:37]=2)[C:9]2[N:14]=[C:13]([O:15][CH3:16])[C:12]([S:17][C:18]3[N:23]=[C:22]([NH:24][C:3](=[O:2])[CH3:4])[CH:21]=[C:20]([NH:25][C:13](=[O:15])[CH3:12])[N:19]=3)=[C:11]([O:26][CH3:27])[N:10]=2)=[CH:34][CH:33]=1. The yield is 0.910. (8) The reactants are [CH2:1]([O:8][C:9]([C:11]1[N:12]([S:23]([C:26]2[CH:31]=[CH:30][C:29]([CH3:32])=[CH:28][CH:27]=2)(=[O:25])=[O:24])[CH:13]=[C:14]([C:16]2[CH:21]=[CH:20][CH:19]=[C:18]([NH2:22])[CH:17]=2)[CH:15]=1)=[O:10])[C:2]1[CH:7]=[CH:6][CH:5]=[CH:4][CH:3]=1.[F:33][C:34]([F:45])([F:44])[C:35]1[C:36]([N:41]=[C:42]=[O:43])=[CH:37][CH:38]=[CH:39][CH:40]=1. The catalyst is C(Cl)Cl. The product is [CH2:1]([O:8][C:9]([C:11]1[N:12]([S:23]([C:26]2[CH:27]=[CH:28][C:29]([CH3:32])=[CH:30][CH:31]=2)(=[O:25])=[O:24])[CH:13]=[C:14]([C:16]2[CH:21]=[CH:20][CH:19]=[C:18]([NH:22][C:42]([NH:41][C:36]3[CH:37]=[CH:38][CH:39]=[CH:40][C:35]=3[C:34]([F:33])([F:44])[F:45])=[O:43])[CH:17]=2)[CH:15]=1)=[O:10])[C:2]1[CH:3]=[CH:4][CH:5]=[CH:6][CH:7]=1. The yield is 0.730. (9) The reactants are [CH:1]1([O:4][C:5]2[CH:10]=[CH:9][C:8]([N:11]3[C:15]([C:16]([F:19])([F:18])[F:17])=[N:14][N:13]=[N:12]3)=[CH:7][C:6]=2[CH2:20][OH:21])[CH2:3][CH2:2]1.C(N(CC)CC)C.C(O)(=O)CC(CC(O)=O)(C(O)=O)O. The catalyst is CS(C)=O. The product is [CH:1]1([O:4][C:5]2[CH:10]=[CH:9][C:8]([N:11]3[C:15]([C:16]([F:17])([F:18])[F:19])=[N:14][N:13]=[N:12]3)=[CH:7][C:6]=2[CH:20]=[O:21])[CH2:3][CH2:2]1. The yield is 0.410.